Dataset: Full USPTO retrosynthesis dataset with 1.9M reactions from patents (1976-2016). Task: Predict the reactants needed to synthesize the given product. Given the product [CH2:1]([N:8]1[C:16]2[C:11](=[CH:12][CH:13]=[C:14]([C:17]3[CH:18]=[CH:19][CH:20]=[CH:21][CH:22]=3)[CH:15]=2)[C:10]([C:23](=[O:29])[C:24]([OH:26])=[O:25])=[CH:9]1)[C:2]1[CH:3]=[CH:4][CH:5]=[CH:6][CH:7]=1, predict the reactants needed to synthesize it. The reactants are: [CH2:1]([N:8]1[C:16]2[C:11](=[CH:12][CH:13]=[C:14]([C:17]3[CH:22]=[CH:21][CH:20]=[CH:19][CH:18]=3)[CH:15]=2)[C:10]([C:23](=[O:29])[C:24]([O:26]CC)=[O:25])=[CH:9]1)[C:2]1[CH:7]=[CH:6][CH:5]=[CH:4][CH:3]=1.[OH-].[K+].